From a dataset of Reaction yield outcomes from USPTO patents with 853,638 reactions. Predict the reaction yield, written as a fraction of the theoretical maximum amount of product (1.0 means a 100% yield; for example, 0.34 means a 34% yield). (1) The reactants are C[N:2](C)[CH:3]=[CH:4][C:5]([C:7]1[C:12](=[O:13])[CH:11]=[CH:10][N:9]([C:14]2[CH:19]=[CH:18][CH:17]=[C:16]([C:20]([F:23])([F:22])[F:21])[CH:15]=2)[N:8]=1)=O.[NH:25]([C:27]1[CH:32]=[CH:31][CH:30]=[CH:29][N:28]=1)N.CCN(CC)CC. The catalyst is C(O)C.O. The product is [N:28]1[CH:29]=[CH:30][CH:31]=[CH:32][C:27]=1[N:25]1[C:5]([C:7]2[C:12](=[O:13])[CH:11]=[CH:10][N:9]([C:14]3[CH:19]=[CH:18][CH:17]=[C:16]([C:20]([F:23])([F:22])[F:21])[CH:15]=3)[N:8]=2)=[CH:4][CH:3]=[N:2]1. The yield is 0.510. (2) The reactants are Br[C:2]1[C:11]2[C:6](=[CH:7][C:8]([Br:12])=[CH:9][CH:10]=2)[CH:5]=[C:4]([NH2:13])[N:3]=1.C([O-])=O.[NH4+]. The catalyst is CN(C=O)C.C1C=CC(/C=C/C(/C=C/C2C=CC=CC=2)=O)=CC=1.C1C=CC(/C=C/C(/C=C/C2C=CC=CC=2)=O)=CC=1.C1C=CC(/C=C/C(/C=C/C2C=CC=CC=2)=O)=CC=1.[Pd].[Pd]. The product is [Br:12][C:8]1[CH:7]=[C:6]2[C:11](=[CH:10][CH:9]=1)[CH:2]=[N:3][C:4]([NH2:13])=[CH:5]2. The yield is 0.900. (3) The reactants are Br[C:2]1[CH:7]=[CH:6][C:5]([CH3:8])=[CH:4][CH:3]=1.[C:9]1([CH2:15][CH2:16][NH2:17])[CH2:14][CH2:13][CH2:12][CH2:11][CH:10]=1. No catalyst specified. The product is [CH3:8][C:5]1[CH:6]=[CH:7][C:2]([NH:17][CH2:16][CH2:15][C:9]2[CH2:14][CH2:13][CH2:12][CH2:11][CH:10]=2)=[CH:3][CH:4]=1. The yield is 0.950. (4) The reactants are [C:1]([O:5][C:6]([N:8]([C:30]([O:32][C:33]([CH3:36])([CH3:35])[CH3:34])=[O:31])[C@H:9]([C:22]([O:24][CH:25]1[CH2:29][CH2:28][CH2:27][CH2:26]1)=[O:23])[CH2:10][CH2:11][C:12]([O:14]CC1C=CC=CC=1)=[O:13])=[O:7])([CH3:4])([CH3:3])[CH3:2]. The catalyst is CCOC(C)=O.[Pd]. The product is [C:1]([O:5][C:6]([N:8]([C:30]([O:32][C:33]([CH3:36])([CH3:35])[CH3:34])=[O:31])[C@H:9]([C:22]([O:24][CH:25]1[CH2:29][CH2:28][CH2:27][CH2:26]1)=[O:23])[CH2:10][CH2:11][C:12]([OH:14])=[O:13])=[O:7])([CH3:4])([CH3:3])[CH3:2]. The yield is 0.990. (5) The reactants are S(Cl)(Cl)=O.[C:5]([C:7]1[CH:12]=[CH:11][C:10]([N:13]2[C:20](=[O:21])[C:16]3([CH2:19][CH2:18][CH2:17]3)[N:15]([C:22]3[CH:27]=[CH:26][C:25]([CH2:28][C:29]([OH:31])=O)=[CH:24][CH:23]=3)[C:14]2=[S:32])=[CH:9][C:8]=1[C:33]([F:36])([F:35])[F:34])#[N:6].[CH3:37][NH2:38]. The catalyst is C1COCC1. The product is [CH3:37][NH:38][C:29](=[O:31])[CH2:28][C:25]1[CH:24]=[CH:23][C:22]([N:15]2[C:14](=[S:32])[N:13]([C:10]3[CH:11]=[CH:12][C:7]([C:5]#[N:6])=[C:8]([C:33]([F:35])([F:36])[F:34])[CH:9]=3)[C:20](=[O:21])[C:16]32[CH2:19][CH2:18][CH2:17]3)=[CH:27][CH:26]=1. The yield is 0.950. (6) The reactants are C([O:9][C@H:10]1[CH2:14][C:13]([F:16])([F:15])[CH2:12][C@@H:11]1[C:17]1[N:21]([CH3:22])[N:20]=[CH:19][CH:18]=1)(=O)C1C=CC=CC=1.C(=O)([O-])[O-].[K+].[K+].O. The catalyst is CO. The product is [F:16][C:13]1([F:15])[CH2:14][C@H:10]([OH:9])[C@@H:11]([C:17]2[N:21]([CH3:22])[N:20]=[CH:19][CH:18]=2)[CH2:12]1. The yield is 0.810.